This data is from HIV replication inhibition screening data with 41,000+ compounds from the AIDS Antiviral Screen. The task is: Binary Classification. Given a drug SMILES string, predict its activity (active/inactive) in a high-throughput screening assay against a specified biological target. (1) The molecule is O=C(C=Cc1ccncc1)c1ccccc1. The result is 0 (inactive). (2) The molecule is O=S(c1ccccc1)C1CC2CC3(CCC21O)OCCO3. The result is 0 (inactive). (3) The drug is O=C(NC1C=Nc2ccc([N+](=O)[O-])cc2NC1=O)c1cc(Cl)cc([N+](=O)[O-])c1. The result is 0 (inactive). (4) The molecule is CCOC(=O)C1=C(OC(OCC)C(CC)[Se]c2ccccc2)CCC1. The result is 0 (inactive). (5) The compound is COC(=O)CCCC=C(c1cc(F)c(OC)c(C(=O)OC)c1)c1cc(F)c(OC)c(C(=O)OC)c1. The result is 1 (active). (6) The compound is O=C1OCc2cc[n+]([O-])cc21. The result is 0 (inactive). (7) The molecule is NC(CCSC(F)F)C(=O)O. The result is 0 (inactive). (8) The drug is CCN(CC)CCNc1ccc2ncn3c4c(OC)cccc4c(=O)c1c23. The result is 0 (inactive). (9) The molecule is CCc1c(O)nc2ccc(N)cc2c1C. The result is 0 (inactive). (10) The compound is CC(C)OP(=O)(OC(C)C)C(=NNc1ccc([N+](=O)[O-])cc1)NCCO. The result is 0 (inactive).